Dataset: Reaction yield outcomes from USPTO patents with 853,638 reactions. Task: Predict the reaction yield, written as a fraction of the theoretical maximum amount of product (1.0 means a 100% yield; for example, 0.34 means a 34% yield). (1) The reactants are [Si:1]([O:8][C@H:9]([CH2:19][CH:20]([C:22]1[CH:27]=[C:26]([F:28])[CH:25]=[CH:24][C:23]=1[O:29][CH3:30])O)[CH2:10][NH:11][C:12](=[O:18])[O:13][C:14]([CH3:17])([CH3:16])[CH3:15])([C:4]([CH3:7])([CH3:6])[CH3:5])([CH3:3])[CH3:2].CS(Cl)(=O)=O.C([O-])(O)=O.[Na+]. The catalyst is C(Cl)Cl. The product is [Si:1]([O:8][CH:9]1[CH2:10][N:11]([C:12]([O:13][C:14]([CH3:17])([CH3:16])[CH3:15])=[O:18])[C@@H:20]([C:22]2[CH:27]=[C:26]([F:28])[CH:25]=[CH:24][C:23]=2[O:29][CH3:30])[CH2:19]1)([C:4]([CH3:7])([CH3:6])[CH3:5])([CH3:3])[CH3:2]. The yield is 0.574. (2) The reactants are [I:1][C:2]1[CH:10]=[C:6]([C:7]([OH:9])=O)[C:5]([OH:11])=[CH:4][CH:3]=1.[F:12][C:13]([F:26])([F:25])[C:14]1[CH:15]=[C:16]([CH:18]=[C:19]([C:21]([F:24])([F:23])[F:22])[CH:20]=1)[NH2:17]. No catalyst specified. The product is [F:12][C:13]([F:25])([F:26])[C:14]1[CH:15]=[C:16]([NH:17][C:7](=[O:9])[C:6]2[CH:10]=[C:2]([I:1])[CH:3]=[CH:4][C:5]=2[OH:11])[CH:18]=[C:19]([C:21]([F:22])([F:24])[F:23])[CH:20]=1. The yield is 0.622. (3) The reactants are Br[C:2]1[CH:3]=[C:4]([N+:14]([O-:16])=[O:15])[CH:5]=[C:6]2[C:10]=1[N:9]([CH2:11][CH2:12][CH3:13])[CH:8]=[CH:7]2.C(=O)([O-])[O-].[Cs+].[Cs+].[CH:23]1(B(O)O)[CH2:25][CH2:24]1. The catalyst is C1(C)C=CC=CC=1.C1C=CC(P(C2C=CC=CC=2)[C-]2C=CC=C2)=CC=1.C1C=CC(P(C2C=CC=CC=2)[C-]2C=CC=C2)=CC=1.Cl[Pd]Cl.[Fe+2].C(Cl)Cl. The product is [CH:23]1([C:2]2[CH:3]=[C:4]([N+:14]([O-:16])=[O:15])[CH:5]=[C:6]3[C:10]=2[N:9]([CH2:11][CH2:12][CH3:13])[CH:8]=[CH:7]3)[CH2:25][CH2:24]1. The yield is 0.690. (4) The reactants are [C:1]([C:4]1[S:5][CH:6]=[CH:7][C:8]=1[NH:9][C:10](=[O:22])[CH2:11][C:12]1[C:21]2[C:16](=[CH:17][CH:18]=[CH:19][CH:20]=2)[CH:15]=[CH:14][CH:13]=1)(=[O:3])[CH3:2].CO[CH:25](OC)[N:26]([CH3:28])[CH3:27]. No catalyst specified. The product is [CH3:25][N:26]([CH3:28])/[CH:27]=[CH:2]/[C:1]([C:4]1[S:5][CH:6]=[CH:7][C:8]=1[NH:9][C:10](=[O:22])[CH2:11][C:12]1[C:21]2[C:16](=[CH:17][CH:18]=[CH:19][CH:20]=2)[CH:15]=[CH:14][CH:13]=1)=[O:3]. The yield is 0.950. (5) The reactants are [OH:1][C@H:2]1[CH2:7][CH2:6][C@H:5]([N:8]2[C:13](=[O:14])[C:12]([CH2:15][C:16]3[CH:21]=[CH:20][C:19]([C:22]4[C:23]([C:28]#[N:29])=[CH:24][CH:25]=[CH:26][CH:27]=4)=[CH:18][C:17]=3[O:30][CH3:31])=[C:11]([CH2:32][CH2:33][CH3:34])[N:10]3[N:35]=[CH:36][CH:37]=[C:9]23)[CH2:4][CH2:3]1.[N+](=[CH:40][C:41]([O:43][CH2:44][CH3:45])=[O:42])=[N-].C(OCC)(=O)C.O. The catalyst is C(Cl)Cl.C([O-])(=O)C.[Rh+3].C([O-])(=O)C.C([O-])(=O)C. The product is [C:28]([C:23]1[CH:24]=[CH:25][CH:26]=[CH:27][C:22]=1[C:19]1[CH:20]=[CH:21][C:16]([CH2:15][C:12]2[C:13](=[O:14])[N:8]([C@H:5]3[CH2:4][CH2:3][C@H:2]([O:1][CH2:40][C:41]([O:43][CH2:44][CH3:45])=[O:42])[CH2:7][CH2:6]3)[C:9]3[N:10]([N:35]=[CH:36][CH:37]=3)[C:11]=2[CH2:32][CH2:33][CH3:34])=[C:17]([O:30][CH3:31])[CH:18]=1)#[N:29]. The yield is 0.470. (6) The reactants are [NH2:1][C:2]1[N:7]=[C:6]([C:8]2[NH:12][C:11]([C:13]3[CH:18]=[C:17]([Cl:19])[CH:16]=[CH:15][C:14]=3[CH3:20])=[C:10]([C:21]([O:23]CC)=[O:22])[CH:9]=2)[CH:5]=[CH:4][N:3]=1.[OH-].[K+].CCO. No catalyst specified. The product is [NH2:1][C:2]1[N:7]=[C:6]([C:8]2[NH:12][C:11]([C:13]3[CH:18]=[C:17]([Cl:19])[CH:16]=[CH:15][C:14]=3[CH3:20])=[C:10]([C:21]([OH:23])=[O:22])[CH:9]=2)[CH:5]=[CH:4][N:3]=1. The yield is 0.950. (7) The reactants are [NH2:1][C:2]1[C:3]([F:22])=[CH:4][C:5]([Cl:21])=[C:6]([C:8]2[C:9](=[O:20])[N:10]([CH3:19])[C:11]3[C:16]([CH:17]=2)=[CH:15][N:14]=[C:13](Cl)[CH:12]=3)[CH:7]=1.[CH3:23][O:24][C:25]1[CH:33]=[CH:32][C:28]([CH2:29][NH:30][CH3:31])=[CH:27][CH:26]=1. The catalyst is CCOCC. The product is [CH3:23][O:24][C:25]1[CH:33]=[CH:32][C:28]([CH2:29][N:30]([CH3:31])[C:13]2[CH:12]=[C:11]3[C:16]([CH:17]=[C:8]([C:6]4[CH:7]=[C:2]([NH2:1])[C:3]([F:22])=[CH:4][C:5]=4[Cl:21])[C:9](=[O:20])[N:10]3[CH3:19])=[CH:15][N:14]=2)=[CH:27][CH:26]=1. The yield is 0.890. (8) The reactants are [OH:1][C@H:2]([CH2:36][O:37][Si:38]([CH:45]([CH3:47])[CH3:46])([CH:42]([CH3:44])[CH3:43])[CH:39]([CH3:41])[CH3:40])[C@H:3]([NH:5][C:6]([C:8]1[NH:9][C:10]([C:13]2[CH:18]=[C:17]([O:19][C:20]3[CH:21]=[N:22][C:23]([S:26]([CH3:29])(=[O:28])=[O:27])=[CH:24][CH:25]=3)[CH:16]=[C:15]([O:30][C@@H:31]([CH3:35])[CH2:32][O:33][CH3:34])[CH:14]=2)=[CH:11][CH:12]=1)=O)[CH3:4].CS(O)(=O)=O.C(N(CC)CC)C.C(=O)([O-])O.[Na+]. The catalyst is O1CCCC1. The product is [CH3:34][O:33][CH2:32][C@H:31]([CH3:35])[O:30][C:15]1[CH:16]=[C:17]([CH:18]=[C:13]([C:10]2[NH:9][C:8]([C:6]3[O:1][C@@H:2]([CH2:36][O:37][Si:38]([CH:45]([CH3:47])[CH3:46])([CH:39]([CH3:41])[CH3:40])[CH:42]([CH3:44])[CH3:43])[C@@H:3]([CH3:4])[N:5]=3)=[CH:12][CH:11]=2)[CH:14]=1)[O:19][C:20]1[CH:25]=[CH:24][C:23]([S:26]([CH3:29])(=[O:27])=[O:28])=[N:22][CH:21]=1. The yield is 0.750. (9) The reactants are [NH2:1][C:2]1[CH:10]=[C:9]([O:11][CH3:12])[CH:8]=[C:7]([O:13][CH3:14])[C:3]=1[C:4]([NH2:6])=[O:5].[CH3:15][C:16]1[CH:23]=[CH:22][CH:21]=[CH:20][C:17]=1[CH:18]=O.OS([O-])=O.[Na+].CC1C=CC(S(O)(=O)=O)=CC=1.O. The catalyst is CC(N(C)C)=O.CCOC(C)=O.O. The product is [CH3:14][O:13][C:7]1[CH:8]=[C:9]([O:11][CH3:12])[CH:10]=[C:2]2[C:3]=1[C:4](=[O:5])[NH:6][C:15]([C:16]1[CH:23]=[CH:22][CH:21]=[CH:20][C:17]=1[CH3:18])=[N:1]2. The yield is 0.280.